Dataset: Forward reaction prediction with 1.9M reactions from USPTO patents (1976-2016). Task: Predict the product of the given reaction. (1) Given the reactants [CH3:1][O:2][C:3]([C:5]1[N:14]([CH2:15][C:16]([O:18][CH2:19][CH3:20])=[O:17])[C:8]2=[CH:9][N:10]=[CH:11][C:12](Br)=[C:7]2[CH:6]=1)=[O:4].C([O-])([O-])=O.[Cs+].[Cs+].CO[C:29]([C:31]1N[C:34]2=[CH:35]N=[CH:37][CH:38]=[C:33]2[CH:32]=1)=O, predict the reaction product. The product is: [CH3:1][O:2][C:3]([C:5]1[N:14]([CH2:15][C:16]([O:18][CH2:19][CH3:20])=[O:17])[C:8]2=[CH:9][N:10]=[CH:11][C:12]([C:31]3[CH:32]=[C:33]([C:34]4[CH:7]=[CH:6][CH:5]=[CH:3][CH:35]=4)[CH:38]=[CH:37][CH:29]=3)=[C:7]2[CH:6]=1)=[O:4]. (2) Given the reactants [CH3:1][O:2][C:3]1[CH:4]=[C:5]([NH:15][C:16]2[N:17]=[C:18]([CH2:26][CH2:27][CH:28]3[CH2:32][CH2:31][CH2:30][O:29]3)[C:19]3[CH2:25][NH:24][CH2:23][CH2:22][C:20]=3[N:21]=2)[CH:6]=[CH:7][C:8]=1[N:9]1[CH:13]=[C:12]([CH3:14])[N:11]=[CH:10]1.[C:33](OC(=O)C)(=[O:35])[CH3:34], predict the reaction product. The product is: [CH3:1][O:2][C:3]1[CH:4]=[C:5]([NH:15][C:16]2[N:17]=[C:18]([CH2:26][CH2:27][CH:28]3[CH2:32][CH2:31][CH2:30][O:29]3)[C:19]3[CH2:25][N:24]([C:33](=[O:35])[CH3:34])[CH2:23][CH2:22][C:20]=3[N:21]=2)[CH:6]=[CH:7][C:8]=1[N:9]1[CH:13]=[C:12]([CH3:14])[N:11]=[CH:10]1. (3) Given the reactants [C:1]1([C:12]2[CH:17]=[CH:16][CH:15]=[CH:14][CH:13]=2)[CH:6]=[CH:5][C:4]([C:7]2[CH:11]=[CH:10][O:9][CH:8]=2)=[CH:3][CH:2]=1.[C:18]([O-:21])([O-:20])=O.[Na+].[Na+].BrBr.[CH:26]1C=CC=CC=1, predict the reaction product. The product is: [C:1]1([C:12]2[CH:17]=[CH:16][CH:15]=[CH:14][CH:13]=2)[CH:6]=[CH:5][C:4]([C:7]2[CH:8]([O:9][CH3:10])[O:20][CH:18]([O:21][CH3:26])[CH:11]=2)=[CH:3][CH:2]=1. (4) Given the reactants Br[C:2]1[C:3]([N:27]2[CH2:32][CH2:31][CH2:30][CH2:29][CH2:28]2)=[N:4][C:5]([CH:8]([N:10]2[CH2:15][CH2:14][N:13]([S:16]([C:19]3[CH:24]=[CH:23][C:22]([O:25][CH3:26])=[CH:21][CH:20]=3)(=[O:18])=[O:17])[CH2:12][CH2:11]2)[CH3:9])=[N:6][CH:7]=1.[C:33]1(P([C:33]2[CH:38]=[CH:37][CH:36]=[CH:35][CH:34]=2)[C:33]2[CH:38]=[CH:37][CH:36]=[CH:35][CH:34]=2)[CH:38]=[CH:37][CH:36]=[CH:35][CH:34]=1.C([O-])([O-])=O.[K+].[K+], predict the reaction product. The product is: [CH3:26][O:25][C:22]1[CH:23]=[CH:24][C:19]([S:16]([N:13]2[CH2:14][CH2:15][N:10]([CH:8]([C:5]3[N:4]=[C:3]([N:27]4[CH2:32][CH2:31][CH2:30][CH2:29][CH2:28]4)[C:2]([C:33]4[CH:38]=[CH:37][CH:36]=[CH:35][CH:34]=4)=[CH:7][N:6]=3)[CH3:9])[CH2:11][CH2:12]2)(=[O:18])=[O:17])=[CH:20][CH:21]=1. (5) Given the reactants [NH:1]1[CH:5]=[C:4]([CH2:6][N:7]2[C@H:20]3[C@H:11]([CH2:12][CH2:13][C:14]4[C:19]3=[N:18][CH:17]=[CH:16][CH:15]=4)[CH2:10][CH2:9][CH2:8]2)[N:3]=[CH:2]1.Cl.[CH3:22][N:23]([CH3:28])[CH2:24][CH2:25][CH2:26]Cl.C(=O)([O-])[O-].[K+].[K+].[I-].[K+], predict the reaction product. The product is: [N:7]1([CH2:6][C:4]2[N:3]=[CH:2][N:1]([CH2:26][CH2:25][CH2:24][N:23]([CH3:28])[CH3:22])[CH:5]=2)[C@H:20]2[C@H:11]([CH2:12][CH2:13][C:14]3[C:19]2=[N:18][CH:17]=[CH:16][CH:15]=3)[CH2:10][CH2:9][CH2:8]1.[N:7]1([CH2:6][C:4]2[N:3]([CH2:26][CH2:25][CH2:24][N:23]([CH3:28])[CH3:22])[CH:2]=[N:1][CH:5]=2)[C@H:20]2[C@H:11]([CH2:12][CH2:13][C:14]3[C:19]2=[N:18][CH:17]=[CH:16][CH:15]=3)[CH2:10][CH2:9][CH2:8]1.